Dataset: Forward reaction prediction with 1.9M reactions from USPTO patents (1976-2016). Task: Predict the product of the given reaction. The product is: [OH:26][B:16]1[C:20]2[CH:21]=[CH:22][C:23]([O:25][C:2]3[CH:9]=[CH:8][C:5]([C:6]#[N:7])=[C:4]([O:10][CH2:11][C:12]([F:15])([F:14])[F:13])[N:3]=3)=[CH:24][C:19]=2[CH2:18][O:17]1. Given the reactants Cl[C:2]1[CH:9]=[CH:8][C:5]([C:6]#[N:7])=[C:4]([O:10][CH2:11][C:12]([F:15])([F:14])[F:13])[N:3]=1.[B:16]1([OH:26])[C:20]2[CH:21]=[CH:22][C:23]([OH:25])=[CH:24][C:19]=2[CH2:18][O:17]1.C([O-])([O-])=O.[Cs+].[Cs+].Cl, predict the reaction product.